Dataset: Reaction yield outcomes from USPTO patents with 853,638 reactions. Task: Predict the reaction yield, written as a fraction of the theoretical maximum amount of product (1.0 means a 100% yield; for example, 0.34 means a 34% yield). (1) The reactants are [CH3:1][S:2][S:3]([CH3:6])(=O)=O.[F:7][C:8]([F:19])([F:18])[CH:9]([C:11]1[CH:16]=[CH:15]C(S)=[CH:13][CH:12]=1)[OH:10]. The catalyst is CCO.C1COCC1. The product is [F:7][C:8]([F:18])([F:19])[CH:9]([C:11]1[CH:16]=[CH:15][C:1]([S:2][S:3][CH3:6])=[CH:13][CH:12]=1)[OH:10]. The yield is 0.860. (2) The reactants are Br[C:2]1[CH:3]=[CH:4][C:5]([NH:8][C:9](=[O:20])[C:10]2[CH:15]=[CH:14][C:13]([S:16]([CH3:19])(=[O:18])=[O:17])=[CH:12][CH:11]=2)=[N:6][CH:7]=1.CC1(C)C(C)(C)OB([C:29]2[CH2:30][CH2:31][N:32]([C:35]([O:37][C:38]([CH3:41])([CH3:40])[CH3:39])=[O:36])[CH2:33][CH:34]=2)O1.C(=O)([O-])[O-].[Cs+].[Cs+]. The catalyst is CN(C)C=O.O.C1C=CC(P([C]2[CH][CH][CH][CH]2)C2C=CC=CC=2)=CC=1.C1C=CC(P([C]2[CH][CH][CH][CH]2)C2C=CC=CC=2)=CC=1.Cl[Pd]Cl.[Fe]. The product is [CH3:19][S:16]([C:13]1[CH:14]=[CH:15][C:10]([C:9]([NH:8][C:5]2[CH:4]=[CH:3][C:2]([C:29]3[CH2:34][CH2:33][N:32]([C:35]([O:37][C:38]([CH3:41])([CH3:40])[CH3:39])=[O:36])[CH2:31][CH:30]=3)=[CH:7][N:6]=2)=[O:20])=[CH:11][CH:12]=1)(=[O:18])=[O:17]. The yield is 0.220. (3) The reactants are [Si:1]([O:8][CH:9]([C:22]1[O:23][C:24]([Sn](CCCC)(CCCC)CCCC)=[CH:25][N:26]=1)[CH2:10][CH2:11][CH2:12][CH2:13][CH2:14][CH2:15][C:16]1[CH:21]=[CH:20][CH:19]=[CH:18][CH:17]=1)([C:4]([CH3:7])([CH3:6])[CH3:5])([CH3:3])[CH3:2].Br[C:41]1[S:45][C:44]([S:46]([NH2:49])(=[O:48])=[O:47])=[CH:43][CH:42]=1. No catalyst specified. The yield is 0.750. The product is [Si:1]([O:8][CH:9]([C:22]1[O:23][C:24]([C:41]2[S:45][C:44]([S:46]([NH2:49])(=[O:48])=[O:47])=[CH:43][CH:42]=2)=[CH:25][N:26]=1)[CH2:10][CH2:11][CH2:12][CH2:13][CH2:14][CH2:15][C:16]1[CH:21]=[CH:20][CH:19]=[CH:18][CH:17]=1)([C:4]([CH3:5])([CH3:7])[CH3:6])([CH3:3])[CH3:2]. (4) The reactants are [CH:1]1([CH2:4][N:5]2[C:9]([CH2:10][NH:11]C(=O)OC(C)(C)C)=[CH:8][C:7]([C:19]([F:22])([F:21])[F:20])=[N:6]2)[CH2:3][CH2:2]1.Cl.C(OCC)(=O)C.CCCCCC. The catalyst is ClCCl. The product is [CH:1]1([CH2:4][N:5]2[C:9]([CH2:10][NH2:11])=[CH:8][C:7]([C:19]([F:21])([F:22])[F:20])=[N:6]2)[CH2:3][CH2:2]1. The yield is 0.888.